Dataset: Forward reaction prediction with 1.9M reactions from USPTO patents (1976-2016). Task: Predict the product of the given reaction. (1) The product is: [F:1][C:2]1[CH:3]=[CH:4][C:5]([CH2:6][O:7][CH2:8][C:9]2[CH:10]=[CH:11][C:12]([NH:16][S:27]([C:23]3[CH:24]=[CH:25][CH:26]=[C:21]([C:20]([F:19])([F:31])[F:32])[CH:22]=3)(=[O:29])=[O:28])=[N:13][C:14]=2[CH3:15])=[CH:17][CH:18]=1. Given the reactants [F:1][C:2]1[CH:18]=[CH:17][C:5]([CH2:6][O:7][CH2:8][C:9]2[CH:10]=[CH:11][C:12]([NH2:16])=[N:13][C:14]=2[CH3:15])=[CH:4][CH:3]=1.[F:19][C:20]([F:32])([F:31])[C:21]1[CH:22]=[C:23]([S:27](Cl)(=[O:29])=[O:28])[CH:24]=[CH:25][CH:26]=1, predict the reaction product. (2) Given the reactants [CH:1]([NH:3][C:4]1[CH:8]=[CH:7][S:6][CH:5]=1)=[O:2].C(NC(C)C)(C)C.[Li].[CH3:17][Si:18](Cl)([CH3:20])[CH3:19], predict the reaction product. The product is: [CH3:17][Si:18]([CH3:20])([CH3:19])[C:5]1[S:6][CH:7]=[CH:8][C:4]=1[NH:3][CH:1]=[O:2]. (3) The product is: [S:1]1[CH:5]=[CH:4][CH:3]=[C:2]1[CH:6]=[C:12]1[C:11]2[CH:10]=[C:9]([NH2:8])[CH:21]=[CH:20][C:19]=2[C:18]2[C:13]1=[CH:14][CH:15]=[CH:16][CH:17]=2. Given the reactants [S:1]1[CH:5]=[CH:4][CH:3]=[C:2]1[CH:6]=O.[NH2:8][C:9]1[CH:21]=[CH:20][C:19]2[C:18]3[C:13](=[CH:14][CH:15]=[CH:16][CH:17]=3)[CH2:12][C:11]=2[CH:10]=1.C(O)(C(F)(F)F)=O, predict the reaction product. (4) Given the reactants Cl[C:2]1[C:7]([C:8]#[N:9])=[CH:6][CH:5]=[CH:4][N:3]=1.[CH:10]1(B(O)O)[CH2:12][CH2:11]1.C1(P(C2CCCCC2)C2CCCCC2)CCCCC1.[O-]P([O-])([O-])=O.[K+].[K+].[K+], predict the reaction product. The product is: [CH:10]1([C:2]2[C:7]([C:8]#[N:9])=[CH:6][CH:5]=[CH:4][N:3]=2)[CH2:12][CH2:11]1. (5) The product is: [F:19][C:20]1[CH:21]=[C:22]2[C:27](=[C:28]([F:30])[CH:29]=1)[CH2:26][CH:25]([NH:31][C@@H:32]([CH3:36])[C:33]([NH:15][C:13]1[N:12]=[CH:11][N:10]([C:8]([CH3:18])([CH3:9])[CH2:7][NH:6][CH2:5][CH2:4][O:3][CH2:1][CH3:2])[CH:14]=1)=[O:34])[CH2:24][CH2:23]2. Given the reactants [CH2:1]([O:3][CH2:4][CH2:5][NH:6][CH2:7][C:8]([CH3:18])([N:10]1[CH:14]=[C:13]([N+:15]([O-])=O)[N:12]=[CH:11]1)[CH3:9])[CH3:2].[F:19][C:20]1[CH:21]=[C:22]2[C:27](=[C:28]([F:30])[CH:29]=1)[CH2:26][CH:25]([NH:31][CH:32]([CH3:36])[C:33](O)=[O:34])[CH2:24][CH2:23]2, predict the reaction product. (6) Given the reactants [CH2:1]([O:3][CH2:4][C:5]1[N:6]([N:18]=[CH:19][CH2:20][CH:21]([CH3:23])[CH3:22])[C:7]2[C:16]3[CH:15]=[CH:14][CH:13]=[CH:12][C:11]=3[N:10]=[CH:9][C:8]=2[N:17]=1)[CH3:2].[BH4-].[Na+], predict the reaction product. The product is: [CH2:1]([O:3][CH2:4][C:5]1[N:6]([NH:18][CH2:19][CH2:20][CH:21]([CH3:22])[CH3:23])[C:7]2[C:16]3[CH:15]=[CH:14][CH:13]=[CH:12][C:11]=3[N:10]=[CH:9][C:8]=2[N:17]=1)[CH3:2].